This data is from CYP2D6 inhibition data for predicting drug metabolism from PubChem BioAssay. The task is: Regression/Classification. Given a drug SMILES string, predict its absorption, distribution, metabolism, or excretion properties. Task type varies by dataset: regression for continuous measurements (e.g., permeability, clearance, half-life) or binary classification for categorical outcomes (e.g., BBB penetration, CYP inhibition). Dataset: cyp2d6_veith. The compound is COC(=O)[C@@]1(Cc2ccc(OC)cc2)[C@H]2c3cc(C(=O)N(C)C)[nH]c3C[C@H]2CN1C(=O)c1ccccc1. The result is 0 (non-inhibitor).